From a dataset of Full USPTO retrosynthesis dataset with 1.9M reactions from patents (1976-2016). Predict the reactants needed to synthesize the given product. (1) Given the product [CH:1]1([NH:7][C:8]([NH2:10])=[S:9])[CH2:6][CH2:5][CH2:4][CH2:3][CH2:2]1, predict the reactants needed to synthesize it. The reactants are: [CH:1]1([NH:7][C:8]([NH:10]C(=O)C2C=CC=CC=2)=[S:9])[CH2:6][CH2:5][CH2:4][CH2:3][CH2:2]1.C(=O)([O-])[O-].[K+].[K+]. (2) Given the product [F:8][C:7]1[C:2]([NH:24][S:21]([NH2:25])(=[O:23])=[O:22])=[N:3][C:4]([O:9][CH2:10][C:11]2[CH:16]=[CH:15][CH:14]=[C:13]([O:17][CH3:18])[CH:12]=2)=[N:5][CH:6]=1, predict the reactants needed to synthesize it. The reactants are: Cl[C:2]1[C:7]([F:8])=[CH:6][N:5]=[C:4]([O:9][CH2:10][C:11]2[CH:16]=[CH:15][CH:14]=[C:13]([O:17][CH3:18])[CH:12]=2)[N:3]=1.[H-].[Na+].[S:21]([NH2:25])([NH2:24])(=[O:23])=[O:22]. (3) Given the product [OH:4][CH2:5][C@@H:6]1[C@@H:11]([OH:12])[C@H:10]([OH:16])[C@H:9]([OH:20])[C@@H:8]([C:24]2[CH:29]=[CH:28][CH:27]=[C:26]([C:30]3[CH:31]=[CH:32][C:33]([C:36]4[O:37][C:38]([CH3:41])=[N:39][N:40]=4)=[CH:34][CH:35]=3)[CH:25]=2)[O:7]1, predict the reactants needed to synthesize it. The reactants are: C([O:4][CH2:5][C@@H:6]1[C@@H:11]([O:12]C(=O)C)[C@H:10]([O:16]C(=O)C)[C@H:9]([O:20]C(=O)C)[C@@H:8]([C:24]2[CH:29]=[CH:28][CH:27]=[C:26]([C:30]3[CH:35]=[CH:34][C:33]([C:36]4[O:37][C:38]([CH3:41])=[N:39][N:40]=4)=[CH:32][CH:31]=3)[CH:25]=2)[O:7]1)(=O)C.CO[Na]. (4) Given the product [CH2:20]([C:10]([OH:12])([CH2:25][CH3:26])[C@H:9]([NH:8][C:6](=[O:7])[O:5][C:1]([CH3:2])([CH3:3])[CH3:4])[C:14]1[CH:19]=[CH:18][CH:17]=[CH:16][CH:15]=1)[CH3:24], predict the reactants needed to synthesize it. The reactants are: [C:1]([O:5][C:6]([NH:8][C@H:9]([C:14]1[CH:19]=[CH:18][CH:17]=[CH:16][CH:15]=1)[C:10]([O:12]C)=O)=[O:7])([CH3:4])([CH3:3])[CH3:2].[CH2:20]1[CH2:24]OCC1.[CH2:25]([Mg]Br)[CH3:26].CCOC(C)=O. (5) Given the product [NH2:13][C:14]1[C:22]([Br:23])=[CH:21][CH:20]=[CH:19][C:15]=1[C:16]([NH:28][CH2:27][CH2:26][O:25][CH3:24])=[O:18], predict the reactants needed to synthesize it. The reactants are: C(N1C=CN=C1)(N1C=CN=C1)=O.[NH2:13][C:14]1[C:22]([Br:23])=[CH:21][CH:20]=[CH:19][C:15]=1[C:16]([OH:18])=O.[CH3:24][O:25][CH2:26][CH2:27][NH2:28].